Predict the product of the given reaction. From a dataset of Forward reaction prediction with 1.9M reactions from USPTO patents (1976-2016). (1) The product is: [CH2:1]([C:8]1[S:12][C:11]([NH:13][C:29](=[O:36])[C:30]2[CH:35]=[CH:34][CH:33]=[CH:32][CH:31]=2)=[N:10][C:9]=1[C:14]1[CH:15]=[CH:16][C:17]([O:20][CH3:21])=[CH:18][CH:19]=1)[C:2]1[CH:3]=[CH:4][CH:5]=[CH:6][CH:7]=1. Given the reactants [CH2:1]([C:8]1[S:12][C:11]([NH2:13])=[N:10][C:9]=1[C:14]1[CH:19]=[CH:18][C:17]([O:20][CH3:21])=[CH:16][CH:15]=1)[C:2]1[CH:7]=[CH:6][CH:5]=[CH:4][CH:3]=1.C(N(CC)CC)C.[C:29](Cl)(=[O:36])[C:30]1[CH:35]=[CH:34][CH:33]=[CH:32][CH:31]=1, predict the reaction product. (2) The product is: [ClH:18].[F:7][C:8]1[N:13]=[CH:12][C:11]([C:19]2[C:24]([C:25]3[CH:30]=[CH:29][N:28]=[C:27]([CH3:31])[CH:26]=3)=[CH:23][N:22]=[C:21]([N:32]3[CH2:37][C@H:36]([CH3:38])[O:35][C@H:34]([CH3:39])[CH2:33]3)[N:20]=2)=[C:10]([CH3:17])[CH:9]=1. Given the reactants C(=O)([O-])[O-].[Na+].[Na+].[F:7][C:8]1[N:13]=[CH:12][C:11](B(O)O)=[C:10]([CH3:17])[CH:9]=1.[Cl:18][C:19]1[C:24]([C:25]2[CH:30]=[CH:29][N:28]=[C:27]([CH3:31])[CH:26]=2)=[CH:23][N:22]=[C:21]([N:32]2[CH2:37][C@H:36]([CH3:38])[O:35][C@H:34]([CH3:39])[CH2:33]2)[N:20]=1, predict the reaction product.